Dataset: Forward reaction prediction with 1.9M reactions from USPTO patents (1976-2016). Task: Predict the product of the given reaction. (1) The product is: [C:16]([O:15][C:13]([N:10]1[CH2:11][CH2:12][C:7]([C:1]2[CH:6]=[CH:5][CH:4]=[CH:3][CH:2]=2)=[C:8]([C:20]([OH:22])=[O:21])[CH2:9]1)=[O:14])([CH3:19])([CH3:17])[CH3:18]. Given the reactants [C:1]1([C:7]2[CH2:12][CH2:11][N:10]([C:13]([O:15][C:16]([CH3:19])([CH3:18])[CH3:17])=[O:14])[CH2:9][C:8]=2[C:20]([O:22]CC)=[O:21])[CH:6]=[CH:5][CH:4]=[CH:3][CH:2]=1.[OH-].[Na+], predict the reaction product. (2) Given the reactants [CH:1]([N:4]1[C:8]([C:9]2[N:10]=[C:11]3[C:17]4[CH:18]=[CH:19][C:20]([N:22]5[CH2:27][CH2:26][N:25]([CH2:28][C:29](O)=[O:30])[CH2:24][CH2:23]5)=[N:21][C:16]=4[O:15][CH2:14][CH2:13][N:12]3[CH:32]=2)=[N:7][CH:6]=[N:5]1)([CH3:3])[CH3:2].[CH3:33][N:34](C)C=O.C(N(CC)C(C)C)(C)C.CN.F[P-](F)(F)(F)(F)F.C[N+](C)=C(N(C)C)ON1C2N=CC=CC=2N=N1, predict the reaction product. The product is: [CH:1]([N:4]1[C:8]([C:9]2[N:10]=[C:11]3[C:17]4[CH:18]=[CH:19][C:20]([N:22]5[CH2:23][CH2:24][N:25]([CH2:28][C:29]([NH:34][CH3:33])=[O:30])[CH2:26][CH2:27]5)=[N:21][C:16]=4[O:15][CH2:14][CH2:13][N:12]3[CH:32]=2)=[N:7][CH:6]=[N:5]1)([CH3:3])[CH3:2]. (3) The product is: [Cl:18][C:17]1[C:8]([CH2:7][N:4]2[CH2:5][CH2:6][C@@H:2]([NH:1][C:45](=[O:46])[CH2:44][CH:38]3[CH2:43][CH2:42][CH2:41][CH2:40][CH2:39]3)[CH2:3]2)=[C:9]([C:34]([F:35])([F:36])[F:37])[CH:10]=[C:11]2[C:16]=1[NH:15][C:14](=[O:19])[N:13]([CH2:20][C:21]1[CH:26]=[C:25]([Cl:27])[CH:24]=[CH:23][C:22]=1[S:28]([CH2:31][CH3:32])(=[O:30])=[O:29])[C:12]2=[O:33]. Given the reactants [NH2:1][C@@H:2]1[CH2:6][CH2:5][N:4]([CH2:7][C:8]2[C:17]([Cl:18])=[C:16]3[C:11]([C:12](=[O:33])[N:13]([CH2:20][C:21]4[CH:26]=[C:25]([Cl:27])[CH:24]=[CH:23][C:22]=4[S:28]([CH2:31][CH3:32])(=[O:30])=[O:29])[C:14](=[O:19])[NH:15]3)=[CH:10][C:9]=2[C:34]([F:37])([F:36])[F:35])[CH2:3]1.[CH:38]1([CH2:44][C:45](O)=[O:46])[CH2:43][CH2:42][CH2:41][CH2:40][CH2:39]1.CN(C(ON1N=NC2C=CC=NC1=2)=[N+](C)C)C.F[P-](F)(F)(F)(F)F.C1C=CC2N(O)N=NC=2C=1, predict the reaction product. (4) Given the reactants [OH:1][C@:2]([CH2:18][CH:19]=[C:20]([CH3:22])[CH3:21])([CH2:13][C:14]([O:16][CH3:17])=[O:15])[C:3]([O:5][CH2:6][C:7]1[CH:12]=[CH:11][CH:10]=[CH:9][CH:8]=1)=[O:4].[C:23](OC(=O)C)(=[O:25])[CH3:24].CCOC(C)=O, predict the reaction product. The product is: [C:23]([O:1][C@:2]([CH2:18][CH:19]=[C:20]([CH3:22])[CH3:21])([CH2:13][C:14]([O:16][CH3:17])=[O:15])[C:3]([O:5][CH2:6][C:7]1[CH:8]=[CH:9][CH:10]=[CH:11][CH:12]=1)=[O:4])(=[O:25])[CH3:24]. (5) Given the reactants [F:1][CH:2]([F:24])[C:3]1[C:7]([S:8][CH2:9][CH:10]2[CH2:15][CH2:14][N:13]([C:16]([O:18][C:19]([CH3:22])([CH3:21])[CH3:20])=[O:17])[CH2:12][CH2:11]2)=[CH:6][N:5]([CH3:23])[N:4]=1.[Li]CCCC.[Cl:30]C(Cl)(Cl)C(Cl)(Cl)Cl, predict the reaction product. The product is: [Cl:30][C:6]1[N:5]([CH3:23])[N:4]=[C:3]([CH:2]([F:1])[F:24])[C:7]=1[S:8][CH2:9][CH:10]1[CH2:11][CH2:12][N:13]([C:16]([O:18][C:19]([CH3:21])([CH3:20])[CH3:22])=[O:17])[CH2:14][CH2:15]1. (6) Given the reactants FC1C(F)=CC=CC=1C[O:5][C:6](=[O:39])[C:7]1[CH:12]=[CH:11][CH:10]=[C:9]([N:13]2[C:17]([CH3:18])=[CH:16][CH:15]=[C:14]2[C:19]2[CH:24]=[C:23]([C:25]([F:28])([F:27])[F:26])[CH:22]=[CH:21][C:20]=2[O:29][CH2:30][C:31]2[CH:36]=[CH:35][CH:34]=[C:33]([F:37])[C:32]=2[F:38])[N:8]=1.[OH-].[Na+].Cl, predict the reaction product. The product is: [F:27][C:25]([F:26])([F:28])[C:23]1[CH:22]=[CH:21][C:20]([O:29][CH2:30][C:31]2[CH:36]=[CH:35][CH:34]=[C:33]([F:37])[C:32]=2[F:38])=[C:19]([C:14]2[N:13]([C:9]3[N:8]=[C:7]([C:6]([OH:39])=[O:5])[CH:12]=[CH:11][CH:10]=3)[C:17]([CH3:18])=[CH:16][CH:15]=2)[CH:24]=1. (7) Given the reactants [C:1]([O:5][C:6]([NH:8][C@@H:9]([CH2:13][O:14][CH:15]([F:17])[F:16])[C:10]([OH:12])=O)=[O:7])([CH3:4])([CH3:3])[CH3:2].Cl.[CH2:19]([O:26][C:27](=[O:35])[C@@H:28]([NH2:34])[CH2:29][O:30][CH:31]([F:33])[F:32])[C:20]1[CH:25]=[CH:24][CH:23]=[CH:22][CH:21]=1.C1C=CC2N(O)N=NC=2C=1.CCN=C=NCCCN(C)C.Cl.CN1CCOCC1, predict the reaction product. The product is: [CH2:19]([O:26][C:27](=[O:35])[C@@H:28]([NH:34][C:10](=[O:12])[C@@H:9]([NH:8][C:6]([O:5][C:1]([CH3:2])([CH3:3])[CH3:4])=[O:7])[CH2:13][O:14][CH:15]([F:17])[F:16])[CH2:29][O:30][CH:31]([F:33])[F:32])[C:20]1[CH:25]=[CH:24][CH:23]=[CH:22][CH:21]=1. (8) Given the reactants C([Li])CCC.Br[C:7]1[CH:12]=[CH:11][C:10]([C:13]#[C:14][Si:15]([CH:22]([CH3:24])[CH3:23])([CH:19]([CH3:21])[CH3:20])[CH:16]([CH3:18])[CH3:17])=[CH:9][CH:8]=1.[Br:25][C:26]1[CH:27]=[C:28]([CH:31]=[CH:32][C:33]=1[O:34][CH3:35])[CH:29]=[O:30].O, predict the reaction product. The product is: [Br:25][C:26]1[CH:27]=[C:28]([CH:29]([C:7]2[CH:12]=[CH:11][C:10]([C:13]#[C:14][Si:15]([CH:22]([CH3:24])[CH3:23])([CH:19]([CH3:21])[CH3:20])[CH:16]([CH3:18])[CH3:17])=[CH:9][CH:8]=2)[OH:30])[CH:31]=[CH:32][C:33]=1[O:34][CH3:35]. (9) Given the reactants [Cl:1][C:2]1[CH:3]=[C:4]([CH:9]([C:24]([F:27])([F:26])[F:25])/[CH:10]=[CH:11]/[C:12]2[CH:13]=[CH:14][C:15]([N:19]3[CH:23]=[N:22][CH:21]=[N:20]3)=[C:16]([CH:18]=2)[NH2:17])[CH:5]=[C:6]([Cl:8])[CH:7]=1.[CH3:28]I, predict the reaction product. The product is: [Cl:1][C:2]1[CH:3]=[C:4]([CH:9]([C:24]([F:26])([F:25])[F:27])/[CH:10]=[CH:11]/[C:12]2[CH:13]=[CH:14][C:15]([N:19]3[CH:23]=[N:22][CH:21]=[N:20]3)=[C:16]([CH:18]=2)[NH:17][CH3:28])[CH:5]=[C:6]([Cl:8])[CH:7]=1. (10) Given the reactants [CH2:1]([O:8][C:9]1[CH:14]=[CH:13][CH:12]=[C:11]([O:15][CH3:16])[C:10]=1[CH:17]1[NH:21][C:20](=[O:22])[C:19]([CH3:24])([CH3:23])[O:18]1)[C:2]1[CH:7]=[CH:6][CH:5]=[CH:4][CH:3]=1.[H-].[Na+].Br[CH2:28][C:29]1[CH:34]=[CH:33][C:32]([O:35][C:36]2[CH:41]=[CH:40][CH:39]=[CH:38][CH:37]=2)=[CH:31][CH:30]=1.O, predict the reaction product. The product is: [CH2:1]([O:8][C:9]1[CH:14]=[CH:13][CH:12]=[C:11]([O:15][CH3:16])[C:10]=1[CH:17]1[N:21]([CH2:28][C:29]2[CH:34]=[CH:33][C:32]([O:35][C:36]3[CH:37]=[CH:38][CH:39]=[CH:40][CH:41]=3)=[CH:31][CH:30]=2)[C:20](=[O:22])[C:19]([CH3:24])([CH3:23])[O:18]1)[C:2]1[CH:7]=[CH:6][CH:5]=[CH:4][CH:3]=1.